This data is from Full USPTO retrosynthesis dataset with 1.9M reactions from patents (1976-2016). The task is: Predict the reactants needed to synthesize the given product. (1) Given the product [CH3:18][O:17][C:12]1[C:11]([C:8]2[N:6]3[N:7]=[C:2]([NH:19][C@@H:20]4[CH2:25][CH2:24][CH2:23][N:22]([C:26]([O:28][C:29]([CH3:32])([CH3:31])[CH3:30])=[O:27])[CH2:21]4)[CH:3]=[CH:4][C:5]3=[N:10][CH:9]=2)=[CH:16][CH:15]=[CH:14][N:13]=1, predict the reactants needed to synthesize it. The reactants are: Cl[C:2]1[CH:3]=[CH:4][C:5]2[N:6]([C:8]([C:11]3[C:12]([O:17][CH3:18])=[N:13][CH:14]=[CH:15][CH:16]=3)=[CH:9][N:10]=2)[N:7]=1.[NH2:19][C@@H:20]1[CH2:25][CH2:24][CH2:23][N:22]([C:26]([O:28][C:29]([CH3:32])([CH3:31])[CH3:30])=[O:27])[CH2:21]1.C1(P(C2CCCCC2)C2C=CC=CC=2C2C(N(C)C)=CC=CC=2)CCCCC1.CC(C)([O-])C.[Na+]. (2) Given the product [CH:1]1([C:7]2[C:8]3[CH:9]=[CH:10][C:11]([C:39]([O:41][CH3:42])=[O:40])=[CH:12][C:13]=3[N:14]3[CH2:20][C:19]([C:21]4[O:32][C:25]([CH2:26][CH2:27][C:28]([O:30][CH3:31])=[O:29])=[CH:24][N:23]=4)=[CH:18][C:17]4[CH:33]=[C:34]([O:37][CH3:38])[CH:35]=[CH:36][C:16]=4[C:15]=23)[CH2:2][CH2:3][CH2:4][CH2:5][CH2:6]1, predict the reactants needed to synthesize it. The reactants are: [CH:1]1([C:7]2[C:8]3[CH:9]=[CH:10][C:11]([C:39]([O:41][CH3:42])=[O:40])=[CH:12][C:13]=3[N:14]3[CH2:20][C:19]([C:21]([NH:23][CH2:24][C:25](=[O:32])[CH2:26][CH2:27][C:28]([O:30][CH3:31])=[O:29])=O)=[CH:18][C:17]4[CH:33]=[C:34]([O:37][CH3:38])[CH:35]=[CH:36][C:16]=4[C:15]=23)[CH2:6][CH2:5][CH2:4][CH2:3][CH2:2]1.P(Cl)(Cl)(Cl)=O.C(=O)(O)[O-].[Na+]. (3) Given the product [F:20][C:15]1[CH:16]=[C:17]2[C:12](=[CH:13][C:14]=1[F:21])[N:11]([CH3:22])[C:10](=[O:23])[N:9]([OH:8])[C:18]2=[O:19], predict the reactants needed to synthesize it. The reactants are: C([O:8][N:9]1[C:18](=[O:19])[C:17]2[C:12](=[CH:13][C:14]([F:21])=[C:15]([F:20])[CH:16]=2)[N:11]([CH3:22])[C:10]1=[O:23])C1C=CC=CC=1.[H][H]. (4) Given the product [NH2:10][C:5]1[C:6]([C:8]#[N:9])=[N:7][C:2]([Cl:1])=[CH:3][CH:4]=1, predict the reactants needed to synthesize it. The reactants are: [Cl:1][C:2]1[N:7]=[C:6]([C:8]#[N:9])[C:5]([N+:10]([O-])=O)=[CH:4][CH:3]=1.C(O)(=O)C.[O-]S(S([O-])=O)=O.[Na+].[Na+].O=P12OP3(OP(OP(O3)(O1)=O)(=O)O2)=O. (5) Given the product [CH3:1][O:2][C:3]1[CH:4]=[C:5]([O:17][C:18]2[CH:19]=[N:20][C:21]([CH2:24][O:25][CH3:26])=[CH:22][CH:23]=2)[CH:6]=[C:7]2[C:11]=1[NH:10][C:9]([C:12]([OH:14])=[O:13])=[CH:8]2, predict the reactants needed to synthesize it. The reactants are: [CH3:1][O:2][C:3]1[CH:4]=[C:5]([O:17][C:18]2[CH:19]=[N:20][C:21]([CH2:24][O:25][CH3:26])=[CH:22][CH:23]=2)[CH:6]=[C:7]2[C:11]=1[NH:10][C:9]([C:12]([O:14]CC)=[O:13])=[CH:8]2.[OH-].[Na+]. (6) Given the product [C:1]1([C:11]2[CH:16]=[C:15]([CH2:17][CH3:18])[C:14]([C:28]3[CH:33]=[CH:32][CH:31]=[CH:30][CH:29]=3)=[CH:13][N:12]=2)[CH:6]=[CH:5][CH:4]=[CH:3][CH:2]=1, predict the reactants needed to synthesize it. The reactants are: [C:1]1(B(O)O)[CH:6]=[CH:5][CH:4]=[CH:3][CH:2]=1.Cl[C:11]1[CH:16]=[C:15]([CH2:17][CH3:18])[C:14](I)=[CH:13][N:12]=1.[O-]P([O-])([O-])=O.[K+].[K+].[K+].[C:28]1(C)[CH:33]=[CH:32][CH:31]=[CH:30][CH:29]=1.